Dataset: Full USPTO retrosynthesis dataset with 1.9M reactions from patents (1976-2016). Task: Predict the reactants needed to synthesize the given product. (1) Given the product [CH2:18]([C:17]1[C:16]2[C:11](=[CH:12][CH:13]=[CH:14][CH:15]=2)[N:10]([CH3:24])[C:9]=1[C:7](=[O:8])[CH2:6][CH2:5][CH2:4][C:3]([OH:25])=[O:2])[CH2:19][CH2:20][CH2:21][CH2:22][CH3:23], predict the reactants needed to synthesize it. The reactants are: C[O:2][C:3](=[O:25])[CH2:4][CH2:5][CH2:6][C:7]([C:9]1[N:10]([CH3:24])[C:11]2[C:16]([C:17]=1[CH2:18][CH2:19][CH2:20][CH2:21][CH2:22][CH3:23])=[CH:15][CH:14]=[CH:13][CH:12]=2)=[O:8].[Li+].[OH-].C(OCC)(=O)C. (2) The reactants are: [CH:1]1([OH:9])[CH:8]2[N:4]([CH2:5][CH2:6][CH2:7]2)[CH2:3][CH2:2]1.C(N(CC)CC)C.[CH3:17][S:18](Cl)(=[O:20])=[O:19].[Cl-].[NH4+].[Na]. Given the product [CH3:17][S:18]([O:9][CH:1]1[CH:8]2[N:4]([CH2:5][CH2:6][CH2:7]2)[CH2:3][CH2:2]1)(=[O:20])=[O:19], predict the reactants needed to synthesize it.